From a dataset of Reaction yield outcomes from USPTO patents with 853,638 reactions. Predict the reaction yield, written as a fraction of the theoretical maximum amount of product (1.0 means a 100% yield; for example, 0.34 means a 34% yield). (1) The reactants are [Cl:1][C:2]1[CH:3]=[C:4]([CH:8]=[CH:9][N:10]=1)[C:5]([OH:7])=O.S(Cl)(Cl)=O.C[N:16](C=O)C.[CH2:20]([N:22]([CH2:27][CH3:28])[CH2:23][CH:24](N)[CH3:25])[CH3:21].[OH-].[Na+].ClC1C=C(C=CN=1)C(Cl)=O. The catalyst is C(#N)C.ClCCl. The product is [Cl:1][C:2]1[CH:3]=[C:4]([CH:8]=[CH:9][N:10]=1)[C:5]([NH:16][CH2:25][CH2:24][CH2:23][N:22]([CH2:20][CH3:21])[CH2:27][CH3:28])=[O:7]. The yield is 0.470. (2) The reactants are [Br:1][C:2]1[C:3]([O:11][CH3:12])=[CH:4][C:5]([O:9][CH3:10])=[C:6]([CH:8]=1)[NH2:7].[C:13](Cl)(Cl)=[O:14]. The catalyst is CCOC(C)=O. The product is [Br:1][C:2]1[CH:8]=[C:6]([N:7]=[C:13]=[O:14])[C:5]([O:9][CH3:10])=[CH:4][C:3]=1[O:11][CH3:12]. The yield is 0.890. (3) The reactants are [Br:1][C:2]1[C:7]([CH3:8])=[CH:6][C:5]([OH:9])=[CH:4][C:3]=1[CH3:10].[O:11]1[CH:16]=[CH:15][CH2:14][CH2:13][CH2:12]1. The catalyst is C(Cl)Cl.C12(CS(O)(=O)=O)C(C)(C)C(CC1)CC2=O. The product is [Br:1][C:2]1[C:7]([CH3:8])=[CH:6][C:5]([O:9][CH:12]2[CH2:13][CH2:14][CH2:15][CH2:16][O:11]2)=[CH:4][C:3]=1[CH3:10]. The yield is 0.920. (4) The reactants are [C:1]([O:5][C:6](=[O:36])[NH:7][C:8]1([C:12]2[CH:17]=[CH:16][C:15](C3C(=O)C4C(=CC=C(F)C=4)OC=3C3C=CC=CC=3)=[CH:14][CH:13]=2)[CH2:11][CH2:10][CH2:9]1)([CH3:4])([CH3:3])[CH3:2].[OH:37][CH2:38][CH2:39][N:40]1[CH:45]=[CH:44][C:43]2[C:46](=[O:57])[C:47](I)=[C:48]([C:50]3[CH:55]=[CH:54][CH:53]=[CH:52][CH:51]=3)[O:49][C:42]=2[C:41]1=[O:58]. No catalyst specified. The product is [C:1]([O:5][C:6](=[O:36])[NH:7][C:8]1([C:12]2[CH:13]=[CH:14][C:15]([C:47]3[C:46](=[O:57])[C:43]4[CH:44]=[CH:45][N:40]([CH2:39][CH2:38][OH:37])[C:41](=[O:58])[C:42]=4[O:49][C:48]=3[C:50]3[CH:55]=[CH:54][CH:53]=[CH:52][CH:51]=3)=[CH:16][CH:17]=2)[CH2:9][CH2:10][CH2:11]1)([CH3:4])([CH3:2])[CH3:3]. The yield is 0.960.